Task: Predict the reactants needed to synthesize the given product.. Dataset: Full USPTO retrosynthesis dataset with 1.9M reactions from patents (1976-2016) (1) Given the product [CH3:19][O:18][C:15]1[CH:16]=[CH:17][C:12]([CH2:11][C:10]([C:7]2[CH:8]=[CH:9][C:4]([C:3]([OH:26])=[O:2])=[CH:5][CH:6]=2)=[O:25])=[CH:13][C:14]=1[C:20]1[S:21][CH:22]=[CH:23][CH:24]=1, predict the reactants needed to synthesize it. The reactants are: C[O:2][C:3](=[O:26])[C:4]1[CH:9]=[CH:8][C:7]([C:10](=[O:25])[CH2:11][C:12]2[CH:17]=[CH:16][C:15]([O:18][CH3:19])=[C:14]([C:20]3[S:21][CH:22]=[CH:23][CH:24]=3)[CH:13]=2)=[CH:6][CH:5]=1.C1COCC1.[OH-].[Na+].Cl. (2) Given the product [C:74]1([S:80]([O-:83])(=[O:82])=[O:81])[CH:79]=[CH:78][CH:77]=[CH:76][CH:75]=1.[CH:30]1([C@@:7]([OH:36])([C:1]2[CH:2]=[CH:3][CH:4]=[CH:5][CH:6]=2)[C:8]2[CH:12]=[C:11]([CH2:13][N+:14]34[CH2:21][CH2:20][CH:17]([CH2:18][CH2:19]3)[C@@H:16]([O:22][C:23]3[CH:24]=[CH:25][C:26]([F:29])=[CH:27][CH:28]=3)[CH2:15]4)[O:10][N:9]=2)[CH2:35][CH2:34][CH2:33][CH2:32][CH2:31]1, predict the reactants needed to synthesize it. The reactants are: [CH:1]1([C@@:7]([OH:36])([C:30]2[CH:35]=[CH:34][CH:33]=[CH:32][CH:31]=2)[C:8]2[CH:12]=[C:11]([CH2:13][N+:14]34[CH2:21][CH2:20][CH:17]([CH2:18][CH2:19]3)[C@@H:16]([O:22][C:23]3[CH:28]=[CH:27][C:26]([F:29])=[CH:25][CH:24]=3)[CH2:15]4)[O:10][N:9]=2)[CH2:6][CH2:5][CH2:4][CH2:3][CH2:2]1.[Cl-].C1([C@@](O)(C2C=CC=CC=2)C2C=C(C[N+]34CCC(CC3)[C@@H](OC3C=CC(F)=CC=3)C4)ON=2)CCCCC1.[C:74]1([S:80]([O-:83])(=[O:82])=[O:81])[CH:79]=[CH:78][CH:77]=[CH:76][CH:75]=1.[Na+]. (3) The reactants are: [OH:1][CH2:2][CH2:3][N:4]([CH2:19][CH2:20][C:21]1[C:29]2[C:24](=[CH:25][CH:26]=[CH:27][CH:28]=2)[NH:23][CH:22]=1)[CH:5]1[C:13]2[C:8](=[CH:9][C:10]([C:14]([O:16]CC)=[O:15])=[CH:11][CH:12]=2)[CH2:7][CH2:6]1.[OH-].[K+].C1COCC1.[ClH:37]. Given the product [OH:1][CH2:2][CH2:3][N:4]([CH2:19][CH2:20][C:21]1[C:29]2[C:24](=[CH:25][CH:26]=[CH:27][CH:28]=2)[NH:23][CH:22]=1)[CH:5]1[C:13]2[C:8](=[CH:9][C:10]([C:14]([OH:16])=[O:15])=[CH:11][CH:12]=2)[CH2:7][CH2:6]1.[ClH:37], predict the reactants needed to synthesize it. (4) Given the product [Cl:15][C:6]1[N:5]=[CH:4][N:3]=[C:2]([NH:32][S:29](=[O:31])(=[O:30])[NH:28][CH:27]([O:39][CH2:37][C:35]2[CH:34]=[CH:33][CH:46]=[CH:41][CH:40]=2)[CH2:26][CH3:25])[C:7]=1[C:8]1[CH:13]=[CH:12][C:11]([Br:14])=[CH:10][CH:9]=1, predict the reactants needed to synthesize it. The reactants are: Cl[C:2]1[C:7]([C:8]2[CH:13]=[CH:12][C:11]([Br:14])=[CH:10][CH:9]=2)=[C:6]([Cl:15])[N:5]=[CH:4][N:3]=1.[K].C(O[CH2:25][CH2:26][CH2:27][NH:28][S:29]([NH2:32])(=[O:31])=[O:30])C1C=CC=CC=1.[C:33](O)(=O)[CH2:34][C:35]([CH2:40][C:41](O)=O)([C:37]([OH:39])=O)O.[CH3:46]S(C)=O. (5) The reactants are: Cl[C:2]1[N:7]=[CH:6][C:5]([N:8]2[C:16](=[O:17])[C:15]3[N:14]=[CH:13][N:12]([CH3:18])[C:11]=3[N:10]=[C:9]2[O:19][C:20]2[CH:25]=[C:24]([F:26])[C:23]([F:27])=[C:22]([F:28])[CH:21]=2)=[CH:4][CH:3]=1.[CH3:29][N:30](C=O)C. Given the product [CH3:18][N:12]1[CH:13]=[N:14][C:15]2[C:16](=[O:17])[N:8]([C:5]3[CH:4]=[CH:3][C:2]([C:29]#[N:30])=[N:7][CH:6]=3)[C:9]([O:19][C:20]3[CH:25]=[C:24]([F:26])[C:23]([F:27])=[C:22]([F:28])[CH:21]=3)=[N:10][C:11]1=2, predict the reactants needed to synthesize it. (6) Given the product [N:15]1[CH:16]=[CH:17][CH:18]=[CH:19][C:14]=1[N:11]1[CH2:12][CH2:13][NH:8][CH2:9][C:10]1=[O:20], predict the reactants needed to synthesize it. The reactants are: C1(C[N:8]2[CH2:13][CH2:12][N:11]([C:14]3[CH:19]=[CH:18][CH:17]=[CH:16][N:15]=3)[C:10](=[O:20])[CH2:9]2)C=CC=CC=1.C([O-])=O.[NH4+]. (7) Given the product [O:25]1[CH:26]=[CH:27][C:23]([C:29]2[C:30]([O:50][CH3:51])=[C:31]([C:36]([CH2:39][S:40]([C:43]3[CH:48]=[CH:47][CH:46]=[C:45]([OH:49])[CH:44]=3)(=[O:42])=[O:41])=[CH:37][CH:38]=2)[C:32]([O:34][CH3:35])=[O:33])=[CH:24]1, predict the reactants needed to synthesize it. The reactants are: C1(S(CC2C(C(OCC)=O)=C(O)C([C:23]3[CH:27]=[CH:26][O:25][CH:24]=3)=CC=2)(=O)=O)C=CC=CC=1.Br[C:29]1[C:30]([O:50][CH3:51])=[C:31]([C:36]([CH2:39][S:40]([C:43]2[CH:48]=[CH:47][CH:46]=[C:45]([OH:49])[CH:44]=2)(=[O:42])=[O:41])=[CH:37][CH:38]=1)[C:32]([O:34][CH3:35])=[O:33].